Dataset: Forward reaction prediction with 1.9M reactions from USPTO patents (1976-2016). Task: Predict the product of the given reaction. (1) Given the reactants Br[C:2]1[CH:3]=[N:4][C:5](Cl)=[C:6]([CH:10]=1)[C:7]([NH2:9])=[O:8].[O:12]([C:19]1[CH:24]=[CH:23][C:22]([OH:25])=[CH:21][CH:20]=1)[C:13]1[CH:18]=[CH:17][CH:16]=[CH:15][CH:14]=1.CC1(C)C(C)(C)OB([C:34]2[CH2:35][CH2:36][N:37]([C:39]([O:41]C(C)(C)C)=O)[CH:38]=2)O1.[C:47](O)(=O)[CH:48]=C, predict the reaction product. The product is: [C:39]([N:37]1[CH2:38][CH2:34][CH:35]([C:2]2[CH:3]=[N:4][C:5]([O:25][C:22]3[CH:21]=[CH:20][C:19]([O:12][C:13]4[CH:18]=[CH:17][CH:16]=[CH:15][CH:14]=4)=[CH:24][CH:23]=3)=[C:6]([CH:10]=2)[C:7]([NH2:9])=[O:8])[CH2:36]1)(=[O:41])[CH:47]=[CH2:48]. (2) Given the reactants [F:1][C:2]1[CH:3]=[C:4]([CH:8]=[C:9]([O:11][CH3:12])[CH:10]=1)[C:5](O)=[O:6].[H-].[H-].[H-].[H-].[Li+].[Al+3], predict the reaction product. The product is: [F:1][C:2]1[CH:3]=[C:4]([CH2:5][OH:6])[CH:8]=[C:9]([O:11][CH3:12])[CH:10]=1.